This data is from Reaction yield outcomes from USPTO patents with 853,638 reactions. The task is: Predict the reaction yield, written as a fraction of the theoretical maximum amount of product (1.0 means a 100% yield; for example, 0.34 means a 34% yield). (1) The reactants are [CH3:1][N:2]([CH2:4][CH2:5][N:6]1[C:20](=[O:21])[C:15]2=[CH:16][C:17]([NH2:19])=[CH:18][C:13]3[C:14]2=[C:9]([CH:10]=[CH:11][CH:12]=3)[C:7]1=[O:8])[CH3:3].[Cl:22][C:23]1[CH:28]=[CH:27][C:26]([CH2:29][C:30](Cl)=[O:31])=[CH:25][CH:24]=1. The catalyst is C(#N)C. The product is [Cl:22][C:23]1[CH:28]=[CH:27][C:26]([CH2:29][C:30]([NH:19][C:17]2[CH:18]=[C:13]3[CH:12]=[CH:11][CH:10]=[C:9]4[C:14]3=[C:15]([CH:16]=2)[C:20](=[O:21])[N:6]([CH2:5][CH2:4][N:2]([CH3:1])[CH3:3])[C:7]4=[O:8])=[O:31])=[CH:25][CH:24]=1. The yield is 1.00. (2) The reactants are [Br:1][C:2]1[CH:11]=[C:10]2[C:5]([CH:6]=[CH:7][N:8]=[CH:9]2)=[CH:4][C:3]=1[Cl:12].ClC1C=CC=C(C(OO)=[O:21])C=1. The catalyst is C(Cl)Cl. The product is [Br:1][C:2]1[CH:11]=[C:10]2[C:5]([CH:6]=[CH:7][N+:8]([O-:21])=[CH:9]2)=[CH:4][C:3]=1[Cl:12]. The yield is 0.790. (3) The reactants are FC(F)(F)S(O[C:7]1[CH:16]=[CH:15][C:10]([C:11]([O:13][CH3:14])=[O:12])=[CH:9][C:8]=1[C:17]([O:19][CH3:20])=[O:18])(=O)=O.[F:23][C:24]1[CH:29]=[CH:28][C:27]([F:30])=[CH:26][C:25]=1B(O)O.C(=O)([O-])[O-].[K+].[K+]. The catalyst is CN(C=O)C.[Cl-].[Na+].O.C1C=CC([P]([Pd]([P](C2C=CC=CC=2)(C2C=CC=CC=2)C2C=CC=CC=2)([P](C2C=CC=CC=2)(C2C=CC=CC=2)C2C=CC=CC=2)[P](C2C=CC=CC=2)(C2C=CC=CC=2)C2C=CC=CC=2)(C2C=CC=CC=2)C2C=CC=CC=2)=CC=1. The product is [F:23][C:24]1[CH:29]=[CH:28][C:27]([F:30])=[CH:26][C:25]=1[C:7]1[C:8]([C:17]([O:19][CH3:20])=[O:18])=[CH:9][C:10]([C:11]([O:13][CH3:14])=[O:12])=[CH:15][CH:16]=1. The yield is 0.890. (4) The reactants are CN([CH:4]=[O:5])C.P(Cl)(Cl)([Cl:8])=O.[CH:11]12[CH2:17][CH:14]([CH2:15][CH2:16]1)[CH2:13][C:12]2=O.P([O-])([O-])(O)=O.[K+].[K+]. The catalyst is ClCCCl.O. The yield is 0.280. The product is [Cl:8][C:12]1[CH:11]2[CH2:17][CH:14]([CH2:15][CH2:16]2)[C:13]=1[CH:4]=[O:5]. (5) The reactants are FC(F)(F)C(O)=O.C(OC(=O)[NH:14][CH:15]1[CH2:20][CH2:19][N:18]([CH2:21][CH2:22][O:23][C:24]2[CH:33]=[N:32][C:31]3[C:26](=[CH:27][C:28]([O:34][CH3:35])=[CH:29][CH:30]=3)[N:25]=2)[CH2:17][CH2:16]1)(C)(C)C. The catalyst is ClCCl. The product is [CH3:35][O:34][C:28]1[CH:27]=[C:26]2[C:31]([N:32]=[CH:33][C:24]([O:23][CH2:22][CH2:21][N:18]3[CH2:17][CH2:16][CH:15]([NH2:14])[CH2:20][CH2:19]3)=[N:25]2)=[CH:30][CH:29]=1. The yield is 0.995. (6) The reactants are Cl[C:2]1[CH:7]=[CH:6][N:5]2[C:8]([C:11]([NH:13][C:14]3[CH:22]=[CH:21][CH:20]=[C:19]4[C:15]=3[C:16]([CH3:33])=[N:17][N:18]4[CH2:23][C:24]3[CH:29]=[CH:28][CH:27]=[C:26]([CH:30]([CH3:32])C)[N:25]=3)=[O:12])=[CH:9][N:10]=[C:4]2[CH:3]=1.[CH3:34][C@@H:35]1[N:40]([CH3:41])[CH2:39][CH2:38][N:37]([CH2:42][CH2:43][OH:44])[CH2:36]1.C[C@H]1N(C)[C@@H](C)CN(CCO)C1. No catalyst specified. The product is [CH3:34][C@@H:35]1[N:40]([CH3:41])[CH2:39][CH2:38][N:37]([CH2:42][CH2:43][O:44][C:2]2[CH:7]=[CH:6][N:5]3[C:8]([C:11]([NH:13][C:14]4[CH:22]=[CH:21][CH:20]=[C:19]5[C:15]=4[C:16]([CH3:33])=[N:17][N:18]5[CH2:23][C:24]4[CH:29]=[CH:28][CH:27]=[C:26]([CH2:30][CH3:32])[N:25]=4)=[O:12])=[CH:9][N:10]=[C:4]3[CH:3]=2)[CH2:36]1. The yield is 0.270.